This data is from Full USPTO retrosynthesis dataset with 1.9M reactions from patents (1976-2016). The task is: Predict the reactants needed to synthesize the given product. (1) Given the product [OH:16][CH2:15][C@H:12]1[CH2:11][CH2:10][C@H:9]([NH:8][C:6](=[O:7])[O:5][C:1]([CH3:3])([CH3:2])[CH3:4])[CH2:14][CH2:13]1, predict the reactants needed to synthesize it. The reactants are: [C:1]([O:5][C:6]([NH:8][C@H:9]1[CH2:14][CH2:13][C@H:12]([C:15](OC)=[O:16])[CH2:11][CH2:10]1)=[O:7])([CH3:4])([CH3:3])[CH3:2].C1COCC1.[Cl-].[Ca+2].[Cl-].[BH4-].[Na+]. (2) Given the product [ClH:56].[CH2:1]([C@H:5]1[CH2:9][CH2:8][CH2:7][N:6]1[CH2:10][C:11]1[N:16]([CH2:17][CH2:18][C:19]2[CH:28]=[CH:27][C:22]([C:23]([OH:25])=[O:24])=[CH:21][CH:20]=2)[C:15](=[O:29])[C:14]([C:30]2[CH:35]=[CH:34][CH:33]=[CH:32][C:31]=2[O:36][C:37]([F:38])([F:39])[F:40])=[CH:13][C:12]=1[C:41]1[CH:46]=[CH:45][CH:44]=[CH:43][C:42]=1[O:47][C:48]([F:51])([F:50])[F:49])[CH:2]([CH3:4])[CH3:3], predict the reactants needed to synthesize it. The reactants are: [CH2:1]([C@H:5]1[CH2:9][CH2:8][CH2:7][N:6]1[CH2:10][C:11]1[N:16]([CH2:17][CH2:18][C:19]2[CH:28]=[CH:27][C:22]([C:23]([O:25]C)=[O:24])=[CH:21][CH:20]=2)[C:15](=[O:29])[C:14]([C:30]2[CH:35]=[CH:34][CH:33]=[CH:32][C:31]=2[O:36][C:37]([F:40])([F:39])[F:38])=[CH:13][C:12]=1[C:41]1[CH:46]=[CH:45][CH:44]=[CH:43][C:42]=1[O:47][C:48]([F:51])([F:50])[F:49])[CH:2]([CH3:4])[CH3:3].[OH-].[Na+].Cl.C(Cl)(Cl)[Cl:56]. (3) Given the product [C:25]([OH:30])(=[O:29])[C:26]([OH:28])=[O:27].[N:8]1[CH:9]=[CH:10][CH:11]=[CH:12][C:7]=1[N:6]1[C:5]2[CH:13]=[CH:14][CH:15]=[CH:16][C:4]=2[N:3]=[C:2]1/[CH:1]=[CH:23]/[C:20]1[CH:21]=[CH:22][N:17]=[CH:18][CH:19]=1, predict the reactants needed to synthesize it. The reactants are: [CH3:1][C:2]1[N:6]([C:7]2[CH:12]=[CH:11][CH:10]=[CH:9][N:8]=2)[C:5]2[CH:13]=[CH:14][CH:15]=[CH:16][C:4]=2[N:3]=1.[N:17]1[CH:22]=[CH:21][C:20]([CH:23]=O)=[CH:19][CH:18]=1.[C:25]([OH:30])(=[O:29])[C:26]([OH:28])=[O:27]. (4) Given the product [CH:1]1([C:29]([CH:35]2[CH2:36][CH2:37]2)([C:23]2[C:22]3[N:18]4[CH2:17][CH2:16][CH2:15][N:14]([C:8]5[CH:9]=[CH:10][C:11]([Cl:13])=[CH:12][C:7]=5[Cl:6])[C:19]4=[N:20][C:21]=3[C:26]([O:27][CH3:28])=[CH:25][CH:24]=2)[OH:30])[CH2:3][CH2:2]1, predict the reactants needed to synthesize it. The reactants are: [CH:1]1([Mg]Br)[CH2:3][CH2:2]1.[Cl:6][C:7]1[CH:12]=[C:11]([Cl:13])[CH:10]=[CH:9][C:8]=1[N:14]1[C:19]2=[N:20][C:21]3[C:22](=[C:23]([C:29](OC)=[O:30])[CH:24]=[CH:25][C:26]=3[O:27][CH3:28])[N:18]2[CH2:17][CH2:16][CH2:15]1.O1[CH2:37][CH2:36][CH2:35]C1. (5) Given the product [CH:1]1([C:4]2[CH:5]=[C:6]([NH:9][C:10]3[C:19]4[C:14](=[CH:15][CH:16]=[CH:17][CH:18]=4)[N:13]=[C:12]([N:25]4[CH2:26][CH2:27][CH:22]([CH3:21])[CH2:23][CH2:24]4)[N:11]=3)[NH:7][N:8]=2)[CH2:3][CH2:2]1, predict the reactants needed to synthesize it. The reactants are: [CH:1]1([C:4]2[NH:8][N:7]=[C:6]([NH:9][C:10]3[C:19]4[C:14](=[CH:15][CH:16]=[CH:17][CH:18]=4)[N:13]=[C:12](Cl)[N:11]=3)[CH:5]=2)[CH2:3][CH2:2]1.[CH3:21][CH:22]1[CH2:27][CH2:26][NH:25][CH2:24][CH2:23]1.C(=O)([O-])[O-].[K+].[K+].